Task: Predict the product of the given reaction.. Dataset: Forward reaction prediction with 1.9M reactions from USPTO patents (1976-2016) (1) Given the reactants C[C@@H:2]1[CH2:7][CH2:6][CH2:5][CH2:4][C@H:3]1[NH:8][C:9]([C@@H:11]1[CH2:13][C@H:12]1[C:14]([OH:16])=O)=[O:10].B(OC)(OC)O[CH3:19].C1COCC1.Cl, predict the reaction product. The product is: [CH3:19][C@H:6]1[CH2:7][CH2:2][C@H:3]([NH:8][C:9]([C@@H:11]2[CH2:13][C@H:12]2[CH2:14][OH:16])=[O:10])[CH2:4][CH2:5]1. (2) Given the reactants [CH2:1]([O:3][C:4]1[C:9]([CH2:10]O)=[C:8]([C:12]([F:15])([F:14])[F:13])[N:7]=[CH:6][N:5]=1)[CH3:2].P(Br)(Br)[Br:17].O, predict the reaction product. The product is: [Br:17][CH2:10][C:9]1[C:4]([O:3][CH2:1][CH3:2])=[N:5][CH:6]=[N:7][C:8]=1[C:12]([F:15])([F:14])[F:13]. (3) Given the reactants [CH3:1][O:2][C:3]1[CH:23]=[CH:22][C:6]2[N:7]=[C:8]([C:12]3[CH:17]=[CH:16][CH:15]=[CH:14][C:13]=3[O:18]C(=O)C)O[C:10](=[O:11])[C:5]=2[CH:4]=1.[F:24][C:25]1[CH:26]=[C:27]([CH2:31][CH2:32][NH2:33])[CH:28]=[CH:29][CH:30]=1, predict the reaction product. The product is: [F:24][C:25]1[CH:26]=[C:27]([CH2:31][CH2:32][N:33]2[C:10](=[O:11])[C:5]3[C:6](=[CH:22][CH:23]=[C:3]([O:2][CH3:1])[CH:4]=3)[N:7]=[C:8]2[C:12]2[CH:17]=[CH:16][CH:15]=[CH:14][C:13]=2[OH:18])[CH:28]=[CH:29][CH:30]=1. (4) Given the reactants Cl[C:2]1[N:6]2[N:7]=[C:8]([C:18]3[CH:23]=[CH:22][CH:21]=[CH:20][C:19]=3[Cl:24])[C:9]([C:11]3[CH:16]=[CH:15][C:14]([Cl:17])=[CH:13][CH:12]=3)=[CH:10][C:5]2=[N:4][N:3]=1.[CH2:25]([NH:27][C:28]1([C:33]([NH2:35])=[O:34])[CH2:32][CH2:31][NH:30][CH2:29]1)[CH3:26], predict the reaction product. The product is: [Cl:24][C:19]1[CH:20]=[CH:21][CH:22]=[CH:23][C:18]=1[C:8]1[C:9]([C:11]2[CH:16]=[CH:15][C:14]([Cl:17])=[CH:13][CH:12]=2)=[CH:10][C:5]2[N:6]([C:2]([N:30]3[CH2:31][CH2:32][C:28]([NH:27][CH2:25][CH3:26])([C:33]([NH2:35])=[O:34])[CH2:29]3)=[N:3][N:4]=2)[N:7]=1. (5) Given the reactants Br[C:2]1[N:6]([CH:7]([CH3:9])[CH3:8])[C:5]2[CH:10]([C:21]3[CH:26]=[CH:25][C:24]([Cl:27])=[CH:23][C:22]=3[CH3:28])[N:11]([C@H:14]3[CH2:19][CH2:18][C@H:17]([OH:20])[CH2:16][CH2:15]3)[C:12](=[O:13])[C:4]=2[CH:3]=1.[CH3:29][O:30][C:31]1[CH:36]=[CH:35][CH:34]=[CH:33][C:32]=1B(O)O.BrC1N(C(C)C)C2C(C3C=CC(Cl)=CC=3)N(C3C=C(Cl)C=CC=3C)C(=O)C=2C=1.C(C1C=CC(OC)=C(B(O)O)C=1)#N, predict the reaction product. The product is: [Cl:27][C:24]1[CH:25]=[CH:26][C:21]([CH:10]2[C:5]3[N:6]([CH:7]([CH3:9])[CH3:8])[C:2]([C:32]4[CH:33]=[CH:34][CH:35]=[CH:36][C:31]=4[O:30][CH3:29])=[CH:3][C:4]=3[C:12](=[O:13])[N:11]2[C@H:14]2[CH2:15][CH2:16][C@H:17]([OH:20])[CH2:18][CH2:19]2)=[C:22]([CH3:28])[CH:23]=1. (6) Given the reactants [Cl:1]C1C=CC(B(O)O)=CC=1.[C:11]1(C)[CH:16]=[CH:15][CH:14]=[CH:13][C:12]=1[C:17]1[S:21][N:20]=[C:19]([C:22]([F:25])([F:24])[F:23])[C:18]=1[CH2:26][O:27][C:28]1[CH:33]=[CH:32][C:31]([CH2:34][CH2:35][C:36]([O:38]CC)=[O:37])=[C:30]([Cl:41])[CH:29]=1, predict the reaction product. The product is: [Cl:41][C:30]1[CH:29]=[C:28]([O:27][CH2:26][C:18]2[C:19]([C:22]([F:24])([F:25])[F:23])=[N:20][S:21][C:17]=2[C:12]2[CH:13]=[CH:14][C:15]([Cl:1])=[CH:16][CH:11]=2)[CH:33]=[CH:32][C:31]=1[CH2:34][CH2:35][C:36]([OH:38])=[O:37].